From a dataset of Full USPTO retrosynthesis dataset with 1.9M reactions from patents (1976-2016). Predict the reactants needed to synthesize the given product. (1) Given the product [NH:8]1[C:16]2[CH:15]=[CH:14][N:13]=[CH:12][C:11]=2[CH:10]=[C:9]1[CH2:17][N:18]1[CH2:23][CH2:22][N:21]([CH2:24][C:25]2[NH:34][C:35]3[CH:40]=[CH:39][N:38]=[CH:37][C:36]=3[CH:43]=2)[CH2:20][C:19]1=[O:27], predict the reactants needed to synthesize it. The reactants are: C(OC([N:8]1[C:16]2[CH:15]=[CH:14][N:13]=[CH:12][C:11]=2[CH:10]=[C:9]1[CH2:17][N:18]1[CH2:23][CH2:22][N:21]([CH2:24][C:25]#C)[CH2:20][C:19]1=[O:27])=O)(C)(C)C.C(OC(=O)[NH:34][C:35]1[CH:40]=[CH:39][N:38]=[CH:37][C:36]=1I)(C)(C)C.[CH3:43]CN(CC)CC. (2) Given the product [C:21]([O:25][C:26]([N:28]1[CH2:33][CH2:32][CH:31]([NH:34][C:2]2[CH:3]=[C:4]([N:8]3[C:16]4[C:11](=[CH:12][C:13]([S:17]([CH3:20])(=[O:19])=[O:18])=[CH:14][CH:15]=4)[CH2:10][CH2:9]3)[N:5]=[CH:6][N:7]=2)[CH2:30][CH2:29]1)=[O:27])([CH3:24])([CH3:22])[CH3:23], predict the reactants needed to synthesize it. The reactants are: Cl[C:2]1[N:7]=[CH:6][N:5]=[C:4]([N:8]2[C:16]3[C:11](=[CH:12][C:13]([S:17]([CH3:20])(=[O:19])=[O:18])=[CH:14][CH:15]=3)[CH2:10][CH2:9]2)[CH:3]=1.[C:21]([O:25][C:26]([N:28]1[CH2:33][CH2:32][CH:31]([NH2:34])[CH2:30][CH2:29]1)=[O:27])([CH3:24])([CH3:23])[CH3:22].CC(N(C)C)=O.C(=O)([O-])[O-].[K+].[K+]. (3) Given the product [CH3:13][O:12][C:5]1[CH:6]=[CH:7][CH:8]=[C:9]2[C:4]=1[N:3]=[C:2]([C:16]1[S:15][CH:19]=[CH:18][N:17]=1)[N:11]=[CH:10]2, predict the reactants needed to synthesize it. The reactants are: Cl[C:2]1[N:11]=[CH:10][C:9]2[C:4](=[C:5]([O:12][CH3:13])[CH:6]=[CH:7][CH:8]=2)[N:3]=1.[Br-].[S:15]1[CH:19]=[CH:18][N:17]=[C:16]1[Zn+].N#N. (4) Given the product [OH:9][CH2:14][C:15]([C:17]1[N:22]=[C:21]([CH3:23])[CH:20]=[CH:19][N:18]=1)=[O:16], predict the reactants needed to synthesize it. The reactants are: ClC1C=CC=C(C(OO)=[O:9])C=1.C([O:14][C:15]([C:17]1[N:22]=[C:21]([CH3:23])[CH:20]=[CH:19][N:18]=1)=[CH2:16])C.Cl. (5) Given the product [OH:1][C:2]1[C:11]2[C:6](=[CH:7][CH:8]=[C:9]([O:12][CH3:13])[CH:10]=2)[N:5]=[CH:4][CH:3]=1, predict the reactants needed to synthesize it. The reactants are: [OH:1][C:2]1[C:11]2[C:6](=[CH:7][CH:8]=[C:9]([O:12][CH3:13])[CH:10]=2)[N:5]=[CH:4][C:3]=1C(O)=O.CCCCC.